From a dataset of Full USPTO retrosynthesis dataset with 1.9M reactions from patents (1976-2016). Predict the reactants needed to synthesize the given product. (1) Given the product [F:25][C:26]1[CH:31]=[C:30]([F:32])[C:29]([F:33])=[CH:28][C:27]=1[NH:34][C:35](=[O:36])[NH:1][C:2]1[CH:7]=[CH:6][C:5]([C:8]2[S:12][C:11]([CH:13]3[CH2:18][CH2:17][N:16]([CH2:19][C:20]([O:22][CH2:23][CH3:24])=[O:21])[CH2:15][CH2:14]3)=[N:10][CH:9]=2)=[CH:4][CH:3]=1, predict the reactants needed to synthesize it. The reactants are: [NH2:1][C:2]1[CH:7]=[CH:6][C:5]([C:8]2[S:12][C:11]([CH:13]3[CH2:18][CH2:17][N:16]([CH2:19][C:20]([O:22][CH2:23][CH3:24])=[O:21])[CH2:15][CH2:14]3)=[N:10][CH:9]=2)=[CH:4][CH:3]=1.[F:25][C:26]1[CH:31]=[C:30]([F:32])[C:29]([F:33])=[CH:28][C:27]=1[N:34]=[C:35]=[O:36]. (2) Given the product [F:1][C:2]1[CH:7]=[C:6]([CH2:8][OH:9])[CH:5]=[CH:4][N:3]=1, predict the reactants needed to synthesize it. The reactants are: [F:1][C:2]1[CH:7]=[C:6]([CH2:8][O:9]C(=O)C2C=CC=CC=2)[CH:5]=[CH:4][N:3]=1.C[O-].[Na+].[Cl-].[NH4+]. (3) Given the product [Cl:1][C:2]1[N:3]=[CH:4][C:5]2[CH2:6][CH2:7][CH2:8][C:9]3([C:15](=[O:16])[N:14]([CH3:19])[C:13](=[O:17])[NH:12]3)[C:10]=2[CH:11]=1, predict the reactants needed to synthesize it. The reactants are: [Cl:1][C:2]1[N:3]=[CH:4][C:5]2[CH2:6][CH2:7][CH2:8][C:9]3([C:15](=[O:16])[NH:14][C:13](=[O:17])[NH:12]3)[C:10]=2[CH:11]=1.I[CH3:19].